This data is from Full USPTO retrosynthesis dataset with 1.9M reactions from patents (1976-2016). The task is: Predict the reactants needed to synthesize the given product. (1) Given the product [CH3:25][N:23]1[C:24]2[C:20](=[CH:19][CH:18]=[CH:17][C:16]=2[CH2:15][N:8]2[C:9]3[CH:14]=[CH:13][CH:12]=[CH:11][C:10]=3[N:6]([CH2:5][CH2:4][C:3]([OH:28])=[O:2])[C:7]2=[O:27])[CH:21]=[C:22]1[CH3:26], predict the reactants needed to synthesize it. The reactants are: C[O:2][C:3](=[O:28])[CH2:4][CH2:5][N:6]1[C:10]2[CH:11]=[CH:12][CH:13]=[CH:14][C:9]=2[N:8]([CH2:15][C:16]2[CH:17]=[CH:18][CH:19]=[C:20]3[C:24]=2[N:23]([CH3:25])[C:22]([CH3:26])=[CH:21]3)[C:7]1=[O:27].O.[OH-].[Li+]. (2) Given the product [CH2:15]([O:14][C:9](=[O:13])[C:10]([CH3:12])([CH3:11])[CH2:22][C:21]1[CH:24]=[CH:25][CH:26]=[C:19]([O:18][CH3:17])[CH:20]=1)[CH3:16], predict the reactants needed to synthesize it. The reactants are: C([N-]C(C)C)(C)C.[Li+].[C:9]([O:14][CH2:15][CH3:16])(=[O:13])[CH:10]([CH3:12])[CH3:11].[CH3:17][O:18][C:19]1[CH:20]=[C:21]([CH:24]=[CH:25][CH:26]=1)[CH2:22]Cl. (3) Given the product [Cl:8][C:9]1[CH:17]=[CH:16][C:12]([C:13](=[O:15])[NH:67][CH2:66][CH2:65][C:61]2[CH:62]=[CH:63][CH:64]=[C:59]([Cl:58])[CH:60]=2)=[CH:11][C:10]=1[NH:18][C:19]([C:21]1[C:32](=[O:33])[NH:31][C:24]2[N:25]=[C:26]([O:29][CH3:30])[N:27]=[CH:28][C:23]=2[CH:22]=1)=[O:20], predict the reactants needed to synthesize it. The reactants are: C(N(CC)CC)C.[Cl:8][C:9]1[CH:17]=[CH:16][C:12]([C:13]([OH:15])=O)=[CH:11][C:10]=1[NH:18][C:19]([C:21]1[C:32](=[O:33])[NH:31][C:24]2[N:25]=[C:26]([O:29][CH3:30])[N:27]=[CH:28][C:23]=2[CH:22]=1)=[O:20].CN(C(ON1N=NC2C=CC=NC1=2)=[N+](C)C)C.F[P-](F)(F)(F)(F)F.[Cl:58][C:59]1[CH:60]=[C:61]([CH2:65][CH2:66][NH2:67])[CH:62]=[CH:63][CH:64]=1. (4) Given the product [Cl:1][C:2]1[N:7]=[CH:6][C:5]2[C:8]([N:19]3[CH2:23][CH2:22][C@@H:21]([OH:24])[CH2:20]3)=[N:9][N:10]([C@@H:11]([CH3:16])[C:12]([F:15])([F:14])[F:13])[C:4]=2[CH:3]=1, predict the reactants needed to synthesize it. The reactants are: [Cl:1][C:2]1[N:7]=[CH:6][C:5]2[C:8](I)=[N:9][N:10]([CH:11]([CH3:16])[C:12]([F:15])([F:14])[F:13])[C:4]=2[CH:3]=1.Cl.[NH:19]1[CH2:23][CH2:22][C@@H:21]([OH:24])[CH2:20]1.N1CCC[C@H]1C(O)=O.C(=O)([O-])[O-].[K+].[K+].